This data is from Full USPTO retrosynthesis dataset with 1.9M reactions from patents (1976-2016). The task is: Predict the reactants needed to synthesize the given product. (1) Given the product [F:19][CH:17]([F:18])[O:16][C:12]1[CH:11]=[C:10]([C:8]2[CH:9]=[C:5]([C:3]([OH:4])=[O:2])[NH:6][N:7]=2)[CH:15]=[CH:14][CH:13]=1, predict the reactants needed to synthesize it. The reactants are: C[O:2][C:3]([C:5]1[NH:6][N:7]=[C:8]([C:10]2[CH:15]=[CH:14][CH:13]=[C:12]([O:16][CH:17]([F:19])[F:18])[CH:11]=2)[CH:9]=1)=[O:4].FC(F)OC1C=C(C(=O)/C=C(\O)/C(OC)=O)C=CC=1.Cl.NN. (2) Given the product [Br:1][C:2]1[CH:3]=[C:4]([C:8]2[NH:42][C:39]3[C:40]([C:9]=2[CH2:10][CH2:11][CH2:12][N:13]2[CH2:18][CH2:17][CH:16]([C:19]4[CH:20]=[C:21]([NH:25][C:26](=[O:30])[CH:27]([CH3:28])[CH3:29])[CH:22]=[CH:23][CH:24]=4)[CH2:15][CH2:14]2)=[CH:41][C:36]([O:35][C:34]([F:33])([F:44])[F:45])=[CH:37][CH:38]=3)[CH:5]=[CH:6][CH:7]=1, predict the reactants needed to synthesize it. The reactants are: [Br:1][C:2]1[CH:3]=[C:4]([C:8](=O)[CH2:9][CH2:10][CH2:11][CH2:12][N:13]2[CH2:18][CH2:17][CH:16]([C:19]3[CH:20]=[C:21]([NH:25][C:26](=[O:30])[CH:27]([CH3:29])[CH3:28])[CH:22]=[CH:23][CH:24]=3)[CH2:15][CH2:14]2)[CH:5]=[CH:6][CH:7]=1.Cl.[F:33][C:34]([F:45])([F:44])[O:35][C:36]1[CH:41]=[CH:40][C:39]([NH:42]N)=[CH:38][CH:37]=1. (3) Given the product [Cl:1][C:2]1[CH:7]=[C:6]([C:8]#[CH:9])[CH:5]=[CH:4][C:3]=1[NH:14][C:15]1[C:27]([F:28])=[C:26]([F:29])[CH:25]=[CH:24][C:16]=1[C:17]([NH:19][O:20][CH2:21][CH2:22][OH:23])=[O:18], predict the reactants needed to synthesize it. The reactants are: [Cl:1][C:2]1[CH:7]=[C:6]([C:8]#[C:9][Si](C)(C)C)[CH:5]=[CH:4][C:3]=1[NH:14][C:15]1[C:27]([F:28])=[C:26]([F:29])[CH:25]=[CH:24][C:16]=1[C:17]([NH:19][O:20][CH2:21][CH2:22][OH:23])=[O:18].C(O)(=O)C.[F-].[Cs+]. (4) Given the product [CH2:1]([C:10]1[CH:30]=[CH:29][C:13]([CH2:14][N:15]2[CH2:19][CH2:18][C:17]([P:21](=[O:22])([OH:25])[OH:28])([OH:20])[CH2:16]2)=[CH:12][CH:11]=1)[CH2:2][CH2:3][CH2:4][CH2:5][CH2:6][CH2:7][CH2:8][CH3:9], predict the reactants needed to synthesize it. The reactants are: [CH2:1]([C:10]1[CH:30]=[CH:29][C:13]([CH2:14][N:15]2[CH2:19][CH2:18][C:17]([P:21](=[O:28])([O:25]CC)[O:22]CC)([OH:20])[CH2:16]2)=[CH:12][CH:11]=1)[CH2:2][CH2:3][CH2:4][CH2:5][CH2:6][CH2:7][CH2:8][CH3:9].I[Si](C)(C)C. (5) Given the product [CH3:1][O:2][C:3]([C:5]1[CH:22]=[C:21]2[C:8]([S:9](=[O:24])(=[O:23])[NH:10][C:11]3[C:20]2=[CH:19][C:18]([Cl:26])=[C:17]2[C:12]=3[N:13]=[CH:14][CH:15]=[CH:16]2)=[CH:7][CH:6]=1)=[O:4], predict the reactants needed to synthesize it. The reactants are: [CH3:1][O:2][C:3]([C:5]1[CH:22]=[C:21]2[C:8]([S:9](=[O:24])(=[O:23])[NH:10][C:11]3[C:20]2=[CH:19][CH:18]=[C:17]2[C:12]=3[N:13]=[CH:14][CH:15]=[CH:16]2)=[CH:7][CH:6]=1)=[O:4].C(Cl)(Cl)[Cl:26]. (6) Given the product [Br:1][C:2]1[CH:10]=[CH:9][C:5]([C:6]([Cl:14])=[O:7])=[CH:4][CH:3]=1, predict the reactants needed to synthesize it. The reactants are: [Br:1][C:2]1[CH:10]=[CH:9][C:5]([C:6](O)=[O:7])=[CH:4][CH:3]=1.C(Cl)(=O)C([Cl:14])=O. (7) The reactants are: [S:1]1[C:5]2[CH:6]=[CH:7][CH:8]=[CH:9][C:4]=2[N:3]=[C:2]1[N:10](COCC[Si](C)(C)C)[C:11]([C:13]1[CH:14]=[CH:15][CH:16]=[C:17]2[C:22]=1[CH2:21][N:20]([C:23]1[S:24][C:25]([CH2:35][CH2:36][CH2:37][OH:38])=[C:26]([C:28]([O:30]C(C)(C)C)=[O:29])[N:27]=1)[CH2:19][CH2:18]2)=[O:12].[ClH:47].CO. Given the product [S:1]1[C:5]2[CH:6]=[CH:7][CH:8]=[CH:9][C:4]=2[N:3]=[C:2]1[NH:10][C:11]([C:13]1[CH:14]=[CH:15][CH:16]=[C:17]2[C:22]=1[CH2:21][N:20]([C:23]1[S:24][C:25]([CH2:35][CH2:36][CH2:37][OH:38])=[C:26]([C:28]([OH:30])=[O:29])[N:27]=1)[CH2:19][CH2:18]2)=[O:12].[ClH:47], predict the reactants needed to synthesize it.